This data is from Reaction yield outcomes from USPTO patents with 853,638 reactions. The task is: Predict the reaction yield, written as a fraction of the theoretical maximum amount of product (1.0 means a 100% yield; for example, 0.34 means a 34% yield). The reactants are [F:1][C:2]1[CH:7]=[CH:6][C:5]([N:8]2[CH:12]=[C:11]([NH2:13])[CH:10]=[N:9]2)=[CH:4][CH:3]=1.[CH:14](O)=[O:15]. No catalyst specified. The product is [F:1][C:2]1[CH:3]=[CH:4][C:5]([N:8]2[CH:12]=[C:11]([NH:13][CH:14]=[O:15])[CH:10]=[N:9]2)=[CH:6][CH:7]=1. The yield is 0.710.